From a dataset of Full USPTO retrosynthesis dataset with 1.9M reactions from patents (1976-2016). Predict the reactants needed to synthesize the given product. (1) The reactants are: [CH3:1][O:2][C@@H:3]1[C@@H:7]([CH2:8][OH:9])[O:6][C@@H:5]([N:10]2[C:19]3[N:18]=[CH:17][N:16]=[C:14]([NH2:15])[C:13]=3[N:12]=[CH:11]2)[C@@H:4]1[OH:20].[Si:21](Cl)([C:24]([CH3:27])([CH3:26])[CH3:25])([CH3:23])[CH3:22]. Given the product [Si:21]([O:9][CH2:8][C@H:7]1[O:6][C@@H:5]([N:10]2[C:19]3[N:18]=[CH:17][N:16]=[C:14]([NH2:15])[C:13]=3[N:12]=[CH:11]2)[C@H:4]([OH:20])[C@@H:3]1[O:2][CH3:1])([C:24]([CH3:27])([CH3:26])[CH3:25])([CH3:23])[CH3:22], predict the reactants needed to synthesize it. (2) Given the product [CH2:38]([CH:3]([C:2]([CH3:13])([C:7]1[CH:12]=[CH:11][CH:10]=[CH:9][CH:8]=1)[CH3:1])[C:4]([OH:6])=[O:5])[C:39]1[CH:44]=[CH:43][CH:42]=[CH:41][CH:40]=1, predict the reactants needed to synthesize it. The reactants are: [CH3:1][C:2]([CH3:13])([C:7]1[CH:12]=[CH:11][CH:10]=[CH:9][CH:8]=1)[CH2:3][C:4]([OH:6])=[O:5].C(=O)=O.CC(C)=O.C([N-]C(C)C)(C)C.[Li+].CN1CCCN(C)C1=O.[CH2:38](Br)[C:39]1[CH:44]=[CH:43][CH:42]=[CH:41][CH:40]=1.